This data is from Peptide-MHC class II binding affinity with 134,281 pairs from IEDB. The task is: Regression. Given a peptide amino acid sequence and an MHC pseudo amino acid sequence, predict their binding affinity value. This is MHC class II binding data. (1) The binding affinity (normalized) is 0.382. The MHC is HLA-DQA10501-DQB10201 with pseudo-sequence HLA-DQA10501-DQB10201. The peptide sequence is AFILDGDNLSPKV. (2) The peptide sequence is RLTYQWHKEGSSIGK. The MHC is DRB3_0301 with pseudo-sequence DRB3_0301. The binding affinity (normalized) is 0.324. (3) The peptide sequence is VDVFKLWLMWRAKGTTGFEAH. The MHC is DRB1_0101 with pseudo-sequence DRB1_0101. The binding affinity (normalized) is 0.0626. (4) The peptide sequence is AKDVIPEGWKADTAY. The MHC is DRB1_0405 with pseudo-sequence DRB1_0405. The binding affinity (normalized) is 0.0125. (5) The peptide sequence is AMFVEDIAMGYVVSS. The MHC is DRB1_0404 with pseudo-sequence DRB1_0404. The binding affinity (normalized) is 0.499. (6) The peptide sequence is LIIGALAGSTLAALVIGGIA. The MHC is DRB1_0401 with pseudo-sequence DRB1_0401. The binding affinity (normalized) is 0.191. (7) The peptide sequence is QYAKEIWGITANPVP. The MHC is HLA-DPA10103-DPB10401 with pseudo-sequence HLA-DPA10103-DPB10401. The binding affinity (normalized) is 0.723. (8) The peptide sequence is FRAAMATTANVPPAD. The MHC is HLA-DQA10102-DQB10502 with pseudo-sequence HLA-DQA10102-DQB10502. The binding affinity (normalized) is 0.172. (9) The peptide sequence is PLSWSKEIYNYMEPY. The MHC is DRB3_0202 with pseudo-sequence DRB3_0202. The binding affinity (normalized) is 0.303.